Dataset: Peptide-MHC class I binding affinity with 185,985 pairs from IEDB/IMGT. Task: Regression. Given a peptide amino acid sequence and an MHC pseudo amino acid sequence, predict their binding affinity value. This is MHC class I binding data. The peptide sequence is TPRDLGACI. The MHC is HLA-B40:01 with pseudo-sequence HLA-B40:01. The binding affinity (normalized) is 0.0847.